This data is from Full USPTO retrosynthesis dataset with 1.9M reactions from patents (1976-2016). The task is: Predict the reactants needed to synthesize the given product. Given the product [CH3:24][C:17]1[CH:16]=[C:15]([CH:4]([C:5]([O:7][CH2:8][CH3:9])=[O:6])[C:3]([O:11][CH2:12][CH3:13])=[O:10])[CH:20]=[CH:19][C:18]=1[N+:21]([O-:23])=[O:22], predict the reactants needed to synthesize it. The reactants are: [H-].[Na+].[C:3]([O:11][CH2:12][CH3:13])(=[O:10])[CH2:4][C:5]([O:7][CH2:8][CH3:9])=[O:6].F[C:15]1[CH:20]=[CH:19][C:18]([N+:21]([O-:23])=[O:22])=[C:17]([CH3:24])[CH:16]=1.